This data is from Volume of distribution at steady state (VDss) regression data from Lombardo et al.. The task is: Regression/Classification. Given a drug SMILES string, predict its absorption, distribution, metabolism, or excretion properties. Task type varies by dataset: regression for continuous measurements (e.g., permeability, clearance, half-life) or binary classification for categorical outcomes (e.g., BBB penetration, CYP inhibition). For this dataset (vdss_lombardo), we predict log10(VDss) (log10 of volume of distribution in L/kg). (1) The molecule is COc1ccc(C2CNC(=O)C2)cc1OC1CCCC1. The log10(VDss) is -0.170. (2) The compound is CS(=O)(=O)c1ccc(C(O)C(COC(=O)C[NH3+])NC(=O)C(Cl)Cl)cc1. The log10(VDss) is -0.890. (3) The drug is O=c1[nH]cc(F)c(=O)[nH]1. The log10(VDss) is -0.640. (4) The compound is CCOc1nc2cccc(C(=O)[O-])c2n1Cc1ccc(-c2ccccc2-c2nnn[n-]2)cc1. The log10(VDss) is -0.890. (5) The log10(VDss) is -0.430. The drug is CCC(CC)OC1C=C(C(=O)[O-])CC([NH3+])C1NC(C)=O. (6) The compound is Cc1ncc([N+](=O)[O-])n1CC(O)CN1CCOCC1. The log10(VDss) is -0.120. (7) The compound is CCCCc1oc2ccc([N-]S(C)(=O)=O)cc2c1C(=O)c1ccc(OCCC[NH+](CCCC)CCCC)cc1. The log10(VDss) is 1.30. (8) The compound is CCCC(C)(COC(N)=O)COC(N)=O. The log10(VDss) is -0.150. (9) The compound is O=C1NC(=O)C(c2cnc3ccccn23)=C1c1cn2c3c(cc(F)cc13)CN(C(=O)N1CCCCC1)CC2. The log10(VDss) is 0.0800. (10) The compound is O=C1c2cccc3cccc(c23)C(=O)N1CCNCCCNCCN1C(=O)c2cccc3cccc(c23)C1=O. The log10(VDss) is 1.08.